Dataset: Catalyst prediction with 721,799 reactions and 888 catalyst types from USPTO. Task: Predict which catalyst facilitates the given reaction. (1) Reactant: C(O)(C(F)(F)F)=O.[Br:8][C:9]1[CH:14]=[CH:13][C:12]([C:15](=O)[CH2:16][CH2:17][C:18]([C:20]2[CH:25]=[CH:24][C:23]([N+:26]([O-:28])=[O:27])=[CH:22][CH:21]=2)=O)=[CH:11][CH:10]=1.[C:30]([C:34]1[CH:40]=[CH:39][C:37]([NH2:38])=[CH:36][CH:35]=1)([CH3:33])([CH3:32])[CH3:31].CCOCC.O. Product: [Br:8][C:9]1[CH:14]=[CH:13][C:12]([C:15]2[N:38]([C:37]3[CH:39]=[CH:40][C:34]([C:30]([CH3:33])([CH3:32])[CH3:31])=[CH:35][CH:36]=3)[C:18]([C:20]3[CH:25]=[CH:24][C:23]([N+:26]([O-:28])=[O:27])=[CH:22][CH:21]=3)=[CH:17][CH:16]=2)=[CH:11][CH:10]=1. The catalyst class is: 11. (2) The catalyst class is: 2. Reactant: [Br:1][C:2]1[CH:3]=[CH:4][C:5]([NH:10][C:11]2[C:16]([O:17][CH3:18])=[CH:15][C:14]([C:19]3[CH:24]=[CH:23][C:22]([Cl:25])=[C:21]([CH3:26])[CH:20]=3)=[C:13]([F:27])[CH:12]=2)=[C:6]([CH2:8][OH:9])[CH:7]=1.CC(OI1(OC(C)=O)(OC(C)=O)OC(=O)C2C=CC=CC1=2)=O. Product: [Br:1][C:2]1[CH:3]=[CH:4][C:5]([NH:10][C:11]2[C:16]([O:17][CH3:18])=[CH:15][C:14]([C:19]3[CH:24]=[CH:23][C:22]([Cl:25])=[C:21]([CH3:26])[CH:20]=3)=[C:13]([F:27])[CH:12]=2)=[C:6]([CH:7]=1)[CH:8]=[O:9]. (3) Reactant: [CH3:1][C:2]1[CH:3]=[CH:4][C:5]([S:9][C:10]2[CH:11]=[CH:12][CH:13]=[CH:14][C:15]=2[N:16]2[CH2:21][CH2:20][NH:19][CH2:18][CH2:17]2)=[C:6]([CH3:8])[CH:7]=1.[O:22]=[C:23]([CH2:27][CH2:28][C:29]([OH:31])=[O:30])[C:24]([OH:26])=[O:25]. Product: [CH3:1][C:2]1[CH:3]=[CH:4][C:5]([S:9][C:10]2[CH:11]=[CH:12][CH:13]=[CH:14][C:15]=2[N:16]2[CH2:17][CH2:18][NH:19][CH2:20][CH2:21]2)=[C:6]([CH3:8])[CH:7]=1.[O:22]=[C:23]([CH2:27][CH2:28][C:29]([O-:31])=[O:30])[C:24]([O-:26])=[O:25]. The catalyst class is: 194. (4) The catalyst class is: 9. Reactant: [F:1][C:2]1[CH:7]=[CH:6][CH:5]=[CH:4][C:3]=1[C:8]1[NH:12][CH:11]=[C:10]2[C:13](=[O:23])[N:14]([C:16]([O:18][C:19]([CH3:22])([CH3:21])[CH3:20])=[O:17])[CH2:15][C:9]=12.[H-].[Na+].[Cl:26][C:27]1[CH:28]=[C:29]([S:33](Cl)(=[O:35])=[O:34])[CH:30]=[CH:31][CH:32]=1.O. Product: [Cl:26][C:27]1[CH:28]=[C:29]([S:33]([N:12]2[C:8]([C:3]3[CH:4]=[CH:5][CH:6]=[CH:7][C:2]=3[F:1])=[C:9]3[CH2:15][N:14]([C:16]([O:18][C:19]([CH3:20])([CH3:22])[CH3:21])=[O:17])[C:13](=[O:23])[C:10]3=[CH:11]2)(=[O:35])=[O:34])[CH:30]=[CH:31][CH:32]=1. (5) Reactant: [CH2:1]([O:8][C:9]1[CH:20]=[C:19]2[C:12]([NH:13][CH:14]=[C:15]2[CH2:16][CH2:17][NH2:18])=[CH:11][CH:10]=1)[C:2]1[CH:7]=[CH:6][CH:5]=[CH:4][CH:3]=1.[CH3:21][N:22]([CH3:36])[C:23]1([C:30]2[CH:35]=[CH:34][CH:33]=[CH:32][CH:31]=2)[CH2:28][CH2:27][C:26](=O)[CH2:25][CH2:24]1.C(O)(=O)C.C(O[BH-](OC(=O)C)OC(=O)C)(=O)C.[Na+]. Product: [CH2:1]([O:8][C:9]1[CH:20]=[C:19]2[C:12](=[CH:11][CH:10]=1)[NH:13][CH:14]=[C:15]2[CH2:16][CH2:17][NH:18][CH:26]1[CH2:25][CH2:24][C:23]([C:30]2[CH:31]=[CH:32][CH:33]=[CH:34][CH:35]=2)([N:22]([CH3:36])[CH3:21])[CH2:28][CH2:27]1)[C:2]1[CH:3]=[CH:4][CH:5]=[CH:6][CH:7]=1. The catalyst class is: 325.